This data is from Full USPTO retrosynthesis dataset with 1.9M reactions from patents (1976-2016). The task is: Predict the reactants needed to synthesize the given product. (1) Given the product [F:15][C:2]1[CH:3]=[CH:4][C:5]([O:8][CH3:9])=[N:6][CH:7]=1, predict the reactants needed to synthesize it. The reactants are: N[C:2]1[CH:3]=[CH:4][C:5]([O:8][CH3:9])=[N:6][CH:7]=1.[N+]([O-])([O-])=O.[Na+].[F:15][P-](F)(F)(F)(F)F.[H+]. (2) Given the product [CH2:1]([O:3][C:4](=[O:8])[CH:5]([C:6]#[N:7])[C:14](=[S:15])[NH:13][CH2:12][CH2:11][O:10][CH3:9])[CH3:2], predict the reactants needed to synthesize it. The reactants are: [CH2:1]([O:3][C:4](=[O:8])[CH2:5][C:6]#[N:7])[CH3:2].[CH3:9][O:10][CH2:11][CH2:12][N:13]=[C:14]=[S:15]. (3) Given the product [Si:11]([O:18][CH2:19][CH2:20][O:21][CH2:22][CH:23]([OH:24])[CH:1]=[CH2:2])([C:14]([CH3:17])([CH3:16])[CH3:15])([CH3:13])[CH3:12], predict the reactants needed to synthesize it. The reactants are: [C:1](Cl)(=O)[C:2](Cl)=O.CS(C)=O.[Si:11]([O:18][CH2:19][CH2:20][O:21][CH2:22][CH2:23][OH:24])([C:14]([CH3:17])([CH3:16])[CH3:15])([CH3:13])[CH3:12].[Cl-].[NH4+]. (4) Given the product [C:1]([N:5]1[CH2:6][CH2:7][CH:8]([NH:11][C:12](=[O:24])[NH:13][C:14]2[CH:15]=[CH:16][C:17]([C:18]([OH:20])=[O:19])=[CH:22][CH:23]=2)[CH2:9][CH2:10]1)(=[O:4])[CH2:2][CH3:3], predict the reactants needed to synthesize it. The reactants are: [C:1]([N:5]1[CH2:10][CH2:9][CH:8]([NH:11][C:12](=[O:24])[NH:13][C:14]2[CH:23]=[CH:22][C:17]([C:18]([O:20]C)=[O:19])=[CH:16][CH:15]=2)[CH2:7][CH2:6]1)(=[O:4])[CH2:2][CH3:3].[OH-].[Na+]. (5) Given the product [C:1]([O:5][C:6]([NH:8][C@H:9]([C:12]([O:14][CH3:15])=[O:13])[CH2:10][S:11][CH3:18])=[O:7])([CH3:4])([CH3:3])[CH3:2], predict the reactants needed to synthesize it. The reactants are: [C:1]([O:5][C:6]([NH:8][C@H:9]([C:12]([O:14][CH3:15])=[O:13])[CH2:10][SH:11])=[O:7])([CH3:4])([CH3:3])[CH3:2].IC.[C:18](=O)([O-])[O-].[K+].[K+].[NH4+].[Cl-]. (6) The reactants are: Br[C:2]1[C:3]([N:9]2[CH2:14][CH2:13][O:12][CH2:11][CH:10]2[C:15]([NH:17][CH:18]2[C:26]3[C:21](=[CH:22][CH:23]=[C:24]([Cl:27])[CH:25]=3)[CH2:20][CH2:19]2)=[O:16])=[N:4][C:5]([Cl:8])=[N:6][CH:7]=1.CC1(C)C2C(=C(P(C3C=CC=CC=3)C3C=CC=CC=3)C=CC=2)OC2C(P(C3C=CC=CC=3)C3C=CC=CC=3)=CC=CC1=2.P([O-])([O-])([O-])=O.[K+].[K+].[K+]. Given the product [Cl:8][C:5]1[N:6]=[CH:7][C:2]2[N:17]([CH:18]3[C:26]4[C:21](=[CH:22][CH:23]=[C:24]([Cl:27])[CH:25]=4)[CH2:20][CH2:19]3)[C:15](=[O:16])[CH:10]3[CH2:11][O:12][CH2:13][CH2:14][N:9]3[C:3]=2[N:4]=1, predict the reactants needed to synthesize it. (7) Given the product [CH2:4]([C:3]1[N:6]=[C:24]([OH:25])[C:18]([C:19]([O:21][CH2:22][CH3:23])=[O:20])=[N:7][CH:2]=1)[CH3:5], predict the reactants needed to synthesize it. The reactants are: Cl.[CH2:2]([NH2:7])[CH:3]([NH2:6])[CH2:4][CH3:5].C(N(C(C)C)CC)(C)C.O=[C:18]([C:24](OCC)=[O:25])[C:19]([O:21][CH2:22][CH3:23])=[O:20]. (8) Given the product [Cl:1][C:2]1[CH:3]=[C:4](/[CH:9]=[CH:10]/[CH2:11][OH:12])[CH:5]=[C:6]([F:8])[CH:7]=1, predict the reactants needed to synthesize it. The reactants are: [Cl:1][C:2]1[CH:3]=[C:4](/[CH:9]=[CH:10]/[C:11](OCC)=[O:12])[CH:5]=[C:6]([F:8])[CH:7]=1.[H-].C([Al+]CC(C)C)C(C)C. (9) Given the product [Cl:1][C:2]1[CH:7]=[CH:6][C:5]([C:8]([N:13]2[C:21]3[C:16](=[C:17]([NH:22][C:23](=[O:29])[O:24][C:25]([CH3:28])([CH3:27])[CH3:26])[CH:18]=[CH:19][CH:20]=3)[CH:15]=[CH:14]2)([CH2:11][CH3:12])[C:9]#[CH:30])=[CH:4][CH:3]=1, predict the reactants needed to synthesize it. The reactants are: [Cl:1][C:2]1[CH:7]=[CH:6][C:5]([C:8]([N:13]2[C:21]3[C:16](=[C:17]([NH:22][C:23](=[O:29])[O:24][C:25]([CH3:28])([CH3:27])[CH3:26])[CH:18]=[CH:19][CH:20]=3)[CH:15]=[CH:14]2)([CH2:11][CH3:12])[CH:9]=O)=[CH:4][CH:3]=1.[C:30]([O-])([O-])=O.[K+].[K+].[N+](=C(P(=O)(OC)OC)C(=O)C)=[N-]. (10) Given the product [Cl:1][C:2]1[CH:7]=[C:6]([Cl:8])[CH:5]=[CH:4][C:3]=1[C:9]1([OH:35])[C:17]2[C:12](=[CH:13][C:14]([N:45]3[N:46]=[N:39][CH:42]=[N:44]3)=[CH:15][C:16]=2[C:18]([F:21])([F:20])[F:19])[N:11]([CH2:24][C@H:25]2[CH2:28][C@H:27]([N:29]([CH2:30][CH3:31])[CH2:32][CH3:33])[CH2:26]2)[C:10]1=[O:34], predict the reactants needed to synthesize it. The reactants are: [Cl:1][C:2]1[CH:7]=[C:6]([Cl:8])[CH:5]=[CH:4][C:3]=1[C:9]1([OH:35])[C:17]2[C:12](=[CH:13][C:14](C#N)=[CH:15][C:16]=2[C:18]([F:21])([F:20])[F:19])[N:11]([CH2:24][C@H:25]2[CH2:28][C@H:27]([N:29]([CH2:32][CH3:33])[CH2:30][CH3:31])[CH2:26]2)[C:10]1=[O:34].Cl.C([N:39]([CH2:42]C)CC)C.[N-:44]=[N+:45]=[N-:46].[Na+].